Task: Predict which catalyst facilitates the given reaction.. Dataset: Catalyst prediction with 721,799 reactions and 888 catalyst types from USPTO (1) Reactant: N1C(Cl)=NC(Cl)=NC=1Cl.O.N[C:12]1[C:25]2[C:24](=[O:26])[C:23]3[C:18](=[CH:19][CH:20]=[CH:21][CH:22]=3)[C:17](=[O:27])[C:16]=2[C:15](NC2C=CC(N)=CC=2)=[CH:14][CH:13]=1.C1C(N)=CC=C(N)C=1. Product: [CH:19]1[C:18]2[C:17](=[O:27])[C:16]3[C:25](=[CH:12][CH:13]=[CH:14][CH:15]=3)[C:24](=[O:26])[C:23]=2[CH:22]=[CH:21][CH:20]=1. The catalyst class is: 21. (2) Reactant: [NH2:1][C:2]1[CH:7]=[CH:6][C:5]([C:8]2[C:16]3[C:11](=[N:12][CH:13]=[N:14][C:15]=3[NH2:17])[N:10]([CH:18]([CH3:20])[CH3:19])[N:9]=2)=[CH:4][CH:3]=1.C(N(CC)CC)C.Cl[CH2:29][CH2:30][S:31](Cl)(=[O:33])=[O:32].C(=O)(O)[O-].[Na+]. Product: [NH2:17][C:15]1[N:14]=[CH:13][N:12]=[C:11]2[N:10]([CH:18]([CH3:20])[CH3:19])[N:9]=[C:8]([C:5]3[CH:6]=[CH:7][C:2]([NH:1][S:31]([CH:30]=[CH2:29])(=[O:33])=[O:32])=[CH:3][CH:4]=3)[C:16]=12. The catalyst class is: 4. (3) Reactant: [F:1][C:2]([F:9])([F:8])[C:3](=O)[CH2:4][C:5]#[N:6].[Cl:10][C:11]1[C:12]([O:19][CH3:20])=[C:13]([NH:17][NH2:18])[CH:14]=[CH:15][CH:16]=1. Product: [Cl:10][C:11]1[C:12]([O:19][CH3:20])=[C:13]([N:17]2[C:5]([NH2:6])=[CH:4][C:3]([C:2]([F:9])([F:8])[F:1])=[N:18]2)[CH:14]=[CH:15][CH:16]=1. The catalyst class is: 8. (4) Reactant: [Cl-].[CH2:2]([N:4]1[C:8](=[O:9])[C:7](=[CH:10][CH:11]=[C:12]2[N:16]([CH3:17])[C:15]3[CH:18]=[CH:19][CH:20]=[CH:21][C:14]=3[S:13]2)[S:6][C:5]1=[CH:22][C:23]1[S:24][C:25]2[CH:32]=[CH:31][C:30]([F:33])=[CH:29][C:26]=2[N+:27]=1[CH3:28])[CH3:3].[CH3:34][S:35]([OH:38])(=[O:37])=[O:36]. Product: [S:35]([O-:38])(=[O:37])(=[O:36])[CH3:34].[CH2:2]([N:4]1[C:8](=[O:9])[C:7](=[CH:10][CH:11]=[C:12]2[N:16]([CH3:17])[C:15]3[CH:18]=[CH:19][CH:20]=[CH:21][C:14]=3[S:13]2)[S:6][C:5]1=[CH:22][C:23]1[S:24][C:25]2[CH:32]=[CH:31][C:30]([F:33])=[CH:29][C:26]=2[N+:27]=1[CH3:28])[CH3:3]. The catalyst class is: 5. (5) Reactant: [CH3:1][O:2][C:3](=[O:17])[CH2:4][O:5][C:6]1[CH:11]=[CH:10][C:9]([O:12][CH2:13][CH2:14]Br)=[CH:8][C:7]=1[CH3:16].[C-:18]#[N:19].[Na+]. Product: [CH3:1][O:2][C:3](=[O:17])[CH2:4][O:5][C:6]1[CH:11]=[CH:10][C:9]([O:12][CH2:13][CH2:14][C:18]#[N:19])=[CH:8][C:7]=1[CH3:16]. The catalyst class is: 58. (6) Reactant: [C:1]([O:5][C:6]([NH:8][C@H:9]([C:18]([O:20][CH:21]([CH3:23])[CH3:22])=[O:19])[CH2:10][C:11]1[CH:16]=[CH:15][C:14]([OH:17])=[CH:13][CH:12]=1)=[O:7])([CH3:4])([CH3:3])[CH3:2].[F:24][C:25]([F:38])([F:37])[S:26](O[S:26]([C:25]([F:38])([F:37])[F:24])(=[O:28])=[O:27])(=[O:28])=[O:27].N1C=CC=CC=1. Product: [C:1]([O:5][C:6]([NH:8][C@H:9]([C:18]([O:20][CH:21]([CH3:23])[CH3:22])=[O:19])[CH2:10][C:11]1[CH:12]=[CH:13][C:14]([O:17][S:26]([C:25]([F:38])([F:37])[F:24])(=[O:28])=[O:27])=[CH:15][CH:16]=1)=[O:7])([CH3:3])([CH3:4])[CH3:2]. The catalyst class is: 34. (7) Reactant: [ClH:1].O1CCOCC1.[CH2:8]([NH:15][C:16]([C:18]1[O:22][C:21]([N:23]2[CH2:28][CH2:27][N:26](C(OC(C)(C)C)=O)[CH2:25][CH:24]2[CH2:36][O:37][C:38]2[CH:39]=[N:40][CH:41]=[CH:42][CH:43]=2)=[N:20][C:19]=1[CH3:44])=[O:17])[C:9]1[CH:14]=[CH:13][CH:12]=[CH:11][CH:10]=1. Product: [ClH:1].[ClH:1].[ClH:1].[CH2:8]([NH:15][C:16]([C:18]1[O:22][C:21]([N:23]2[CH2:28][CH2:27][NH:26][CH2:25][CH:24]2[CH2:36][O:37][C:38]2[CH:39]=[N:40][CH:41]=[CH:42][CH:43]=2)=[N:20][C:19]=1[CH3:44])=[O:17])[C:9]1[CH:10]=[CH:11][CH:12]=[CH:13][CH:14]=1. The catalyst class is: 5. (8) Reactant: [OH:1][C:2]1[CH:3]=[C:4]([CH:16]=[CH:17][CH:18]=1)[CH:5]=[C:6]1[C:11](=[O:12])[O:10][C:9]([CH3:14])([CH3:13])[O:8][C:7]1=[O:15].[CH:19]1([Mg]Br)[CH2:21][CH2:20]1. Product: [CH:19]1([CH:5]([C:4]2[CH:16]=[CH:17][CH:18]=[C:2]([OH:1])[CH:3]=2)[CH:6]2[C:7](=[O:15])[O:8][C:9]([CH3:14])([CH3:13])[O:10][C:11]2=[O:12])[CH2:21][CH2:20]1. The catalyst class is: 1. (9) Reactant: Cl.Cl[CH2:3][C:4]1[CH:5]=[C:6]([NH:14][C:15]2[N:20]=[C:19]([C:21]3[CH:26]=[CH:25][C:24]([F:27])=[CH:23][C:22]=3[F:28])[C:18]([F:29])=[CH:17][N:16]=2)[CH:7]=[C:8]([C:10]([F:13])([F:12])[F:11])[CH:9]=1.C(=O)([O-])[O-].[Cs+].[Cs+].[C:36]([NH:43][CH2:44][CH2:45][SH:46])([O:38][C:39]([CH3:42])([CH3:41])[CH3:40])=[O:37]. Product: [F:28][C:22]1[CH:23]=[C:24]([F:27])[CH:25]=[CH:26][C:21]=1[C:19]1[C:18]([F:29])=[CH:17][N:16]=[C:15]([NH:14][C:6]2[CH:5]=[C:4]([CH:9]=[C:8]([C:10]([F:12])([F:11])[F:13])[CH:7]=2)[CH2:3][S:46][CH2:45][CH2:44][NH:43][C:36](=[O:37])[O:38][C:39]([CH3:41])([CH3:40])[CH3:42])[N:20]=1. The catalyst class is: 8.